From a dataset of Forward reaction prediction with 1.9M reactions from USPTO patents (1976-2016). Predict the product of the given reaction. (1) Given the reactants [NH2:1][C:2]1[C:3]([C:13]([NH:15][NH:16][C:17](=O)[CH2:18][C:19]2[CH:24]=[CH:23][CH:22]=[CH:21][CH:20]=2)=[O:14])=[N:4][C:5]([Br:12])=[C:6]([C:8]([F:11])([F:10])[F:9])[CH:7]=1.S(Cl)(C1C=CC(C)=CC=1)(=O)=O, predict the reaction product. The product is: [CH2:18]([C:17]1[O:14][C:13]([C:3]2[C:2]([NH2:1])=[CH:7][C:6]([C:8]([F:11])([F:10])[F:9])=[C:5]([Br:12])[N:4]=2)=[N:15][N:16]=1)[C:19]1[CH:24]=[CH:23][CH:22]=[CH:21][CH:20]=1. (2) Given the reactants [Cl:1][C:2]1[N:7]=[C:6]([NH:8][C:9]2[CH:10]=[N:11][NH:12][CH:13]=2)[CH:5]=[CH:4][N:3]=1.[CH3:14][C:15]([O:18][C:19](O[C:19]([O:18][C:15]([CH3:17])([CH3:16])[CH3:14])=[O:20])=[O:20])([CH3:17])[CH3:16], predict the reaction product. The product is: [C:15]([O:18][C:19]([N:8]([C:6]1[CH:5]=[CH:4][N:3]=[C:2]([Cl:1])[N:7]=1)[C:9]1[CH:13]=[N:12][N:11]([C:19]([O:18][C:15]([CH3:17])([CH3:16])[CH3:14])=[O:20])[CH:10]=1)=[O:20])([CH3:17])([CH3:16])[CH3:14]. (3) Given the reactants C1(P(C2C=CC=CC=2)C2C=CC=CC=2)C=CC=CC=1.[O:20]1[CH2:25][CH2:24][O:23][C:22]2[CH:26]=[C:27]([C:30]3[C:31]([CH3:38])=[C:32]([CH2:36][OH:37])[CH:33]=[CH:34][CH:35]=3)[CH:28]=[CH:29][C:21]1=2.[OH:39][C:40]1[CH:47]=[C:46](O)[C:45]([CH3:49])=[CH:44][C:41]=1[CH:42]=[O:43].N(C(OC(C)C)=O)=NC(OC(C)C)=O, predict the reaction product. The product is: [O:20]1[CH2:25][CH2:24][O:23][C:22]2[CH:26]=[C:27]([C:30]3[C:31]([CH3:38])=[C:32]([CH:33]=[CH:34][CH:35]=3)[CH2:36][O:37][C:46]3[C:45]([CH3:49])=[CH:44][C:41]([CH:42]=[O:43])=[C:40]([OH:39])[CH:47]=3)[CH:28]=[CH:29][C:21]1=2.